From a dataset of Reaction yield outcomes from USPTO patents with 853,638 reactions. Predict the reaction yield, written as a fraction of the theoretical maximum amount of product (1.0 means a 100% yield; for example, 0.34 means a 34% yield). The reactants are [NH2:1][CH2:2][C:3]1[CH:4]=[CH:5][C:6]([CH2:10][N:11]([CH2:21][C:22]2[C:27]([CH3:28])=[CH:26][C:25]([Cl:29])=[CH:24][N:23]=2)[C:12]([CH3:20])([C:14]2[CH:19]=[CH:18][CH:17]=[CH:16][N:15]=2)[CH3:13])=[C:7]([CH3:9])[CH:8]=1.[CH3:30][C:31](OC(C)=O)=[O:32].CCN(CC)CC.C([O-])(O)=[O:45].[Na+]. The catalyst is C(Cl)Cl. The product is [Cl:29][C:25]1[CH:26]=[C:27]([CH3:28])[C:22]([CH2:21][N:11]([CH2:10][C:6]2[CH:5]=[CH:4][C:3]([CH2:2][NH:1][C:31](=[O:32])[CH3:30])=[CH:8][C:7]=2[CH2:9][OH:45])[C:12]([CH3:20])([C:14]2[CH:19]=[CH:18][CH:17]=[CH:16][N:15]=2)[CH3:13])=[N:23][CH:24]=1. The yield is 0.520.